From a dataset of Reaction yield outcomes from USPTO patents with 853,638 reactions. Predict the reaction yield, written as a fraction of the theoretical maximum amount of product (1.0 means a 100% yield; for example, 0.34 means a 34% yield). (1) The reactants are [Cl-].[Al+3].[Cl-].[Cl-].[Cl:5][CH2:6][C:7](Cl)=[O:8].[F:10][C:11]1[CH:21]=[CH:20][C:14]2[NH:15][C:16](=[O:19])[CH2:17][O:18][C:13]=2[CH:12]=1.[Cl-].[NH4+]. The catalyst is ClCCCl. The product is [Cl:5][CH2:6][C:7]([C:21]1[C:11]([F:10])=[CH:12][C:13]2[O:18][CH2:17][C:16](=[O:19])[NH:15][C:14]=2[CH:20]=1)=[O:8]. The yield is 0.500. (2) The reactants are C([Si]([O:18][C@@H:19]([CH2:22][CH2:23]Br)[CH2:20]Br)(C1C=CC=CC=1)C1C=CC=CC=1)(C)(C)C.[F:25][C:26]1[C:27]([CH3:37])=[C:28]([CH2:32][C:33]([O:35][CH3:36])=[O:34])[CH:29]=[CH:30][CH:31]=1.[H-].[Na+].CCCC[N+](CCCC)(CCCC)CCCC.[F-]. The catalyst is CN(C=O)C.C1COCC1.C1OCCOCCOCCOCCOCCOC1. The product is [F:25][C:26]1[C:27]([CH3:37])=[C:28]([C@:32]2([C:33]([O:35][CH3:36])=[O:34])[CH2:23][CH2:22][C@H:19]([OH:18])[CH2:20]2)[CH:29]=[CH:30][CH:31]=1. The yield is 0.780. (3) The reactants are [CH2:1]([OH:10])[CH2:2][O:3][CH2:4][CH2:5][O:6][CH2:7][CH2:8][OH:9].CCN(CC)CC.[C:18](Cl)([C:31]1[CH:36]=[CH:35][CH:34]=[CH:33][CH:32]=1)([C:25]1[CH:30]=[CH:29][CH:28]=[CH:27][CH:26]=1)[C:19]1[CH:24]=[CH:23][CH:22]=[CH:21][CH:20]=1. The catalyst is C(Cl)Cl. The product is [C:18]([O:10][CH2:1][CH2:2][O:3][CH2:4][CH2:5][O:6][CH2:7][CH2:8][OH:9])([C:19]1[CH:24]=[CH:23][CH:22]=[CH:21][CH:20]=1)([C:31]1[CH:32]=[CH:33][CH:34]=[CH:35][CH:36]=1)[C:25]1[CH:26]=[CH:27][CH:28]=[CH:29][CH:30]=1. The yield is 0.770. (4) The reactants are Br[C:2]1[CH:9]=[N:8][CH:7]=[C:6]([Br:10])[C:3]=1[CH:4]=[O:5].[C:11]1(=[O:24])[C:16]2[CH:17]=[C:18]3[N:23]([C:15]=2[CH2:14][CH2:13][NH:12]1)[CH2:22][CH2:21][CH2:20][CH2:19]3.C(=O)([O-])[O-].[Cs+].[Cs+].CC1(C)C2C(=C(P(C3C=CC=CC=3)C3C=CC=CC=3)C=CC=2)OC2C(P(C3C=CC=CC=3)C3C=CC=CC=3)=CC=CC1=2. The catalyst is C1C=CC(/C=C/C(/C=C/C2C=CC=CC=2)=O)=CC=1.C1C=CC(/C=C/C(/C=C/C2C=CC=CC=2)=O)=CC=1.C1C=CC(/C=C/C(/C=C/C2C=CC=CC=2)=O)=CC=1.[Pd].[Pd].O1CCOCC1. The product is [Br:10][C:6]1[CH:7]=[N:8][CH:9]=[C:2]([N:12]2[CH2:13][CH2:14][C:15]3[N:23]4[C:18]([CH2:19][CH2:20][CH2:21][CH2:22]4)=[CH:17][C:16]=3[C:11]2=[O:24])[C:3]=1[CH:4]=[O:5]. The yield is 0.700.